Dataset: Full USPTO retrosynthesis dataset with 1.9M reactions from patents (1976-2016). Task: Predict the reactants needed to synthesize the given product. (1) Given the product [CH2:40]([O:39][C:29]1[CH:28]=[C:27]([O:15][CH2:14][CH2:13][CH2:12][C:11]2[C:7]([C:1]3[CH:2]=[CH:3][CH:4]=[CH:5][CH:6]=3)=[N:8][N:9]([C:16]3[CH:21]=[CH:20][C:19]([C:22]([F:24])([F:23])[F:25])=[CH:18][N:17]=3)[CH:10]=2)[CH:32]=[CH:31][C:30]=1[CH2:33][CH2:34][C:35]([OH:37])=[O:36])[CH3:41], predict the reactants needed to synthesize it. The reactants are: [C:1]1([C:7]2[C:11]([CH2:12][CH2:13][CH2:14][OH:15])=[CH:10][N:9]([C:16]3[CH:21]=[CH:20][C:19]([C:22]([F:25])([F:24])[F:23])=[CH:18][N:17]=3)[N:8]=2)[CH:6]=[CH:5][CH:4]=[CH:3][CH:2]=1.O[C:27]1[CH:32]=[CH:31][C:30]([CH2:33][CH2:34][C:35]([O:37]C)=[O:36])=[C:29]([O:39][CH2:40][CH3:41])[CH:28]=1.C(P(CCCC)CCCC)CCC.N(C(N1CCCCC1)=O)=NC(N1CCCCC1)=O. (2) The reactants are: Cl.N[N:3]=[CH:4][C:5]1[CH:10]=[CH:9][C:8]([C:11]2[CH2:15][C:14]3([CH2:20][CH2:19][N:18]([CH2:21]C(OCC)=O)[CH2:17][CH2:16]3)[O:13][N:12]=2)=[CH:7][CH:6]=1.C(=O)([O-])[O-].[K+].[K+].BrC[CH2:35][CH2:36][CH2:37][C:38]([O:40][CH2:41][CH3:42])=[O:39].[I-].[K+]. Given the product [C:4]([C:5]1[CH:10]=[CH:9][C:8]([C:11]2[CH2:15][C:14]3([CH2:16][CH2:17][N:18]([CH2:21][CH2:35][CH2:36][CH2:37][C:38]([O:40][CH2:41][CH3:42])=[O:39])[CH2:19][CH2:20]3)[O:13][N:12]=2)=[CH:7][CH:6]=1)#[N:3], predict the reactants needed to synthesize it. (3) Given the product [CH2:1]([C@H:8]([NH:39][C:40](=[O:59])[C@H:41]([CH:56]([CH3:58])[CH3:57])[NH:42][C:43]([N:45]([CH2:47][C:48]1[N:49]=[C:50]([CH:53]([CH3:55])[CH3:54])[S:51][CH:52]=1)[CH3:46])=[O:44])[CH2:9][C@H:10]([O:29][CH:30]([O:64][P:60]([O-:63])([O-:62])=[O:61])[CH:31]([CH3:33])[CH3:32])[C@@H:11]([NH:19][C:20]([O:22][CH2:23][C:24]1[S:28][CH:27]=[N:26][CH:25]=1)=[O:21])[CH2:12][C:13]1[CH:14]=[CH:15][CH:16]=[CH:17][CH:18]=1)[C:2]1[CH:7]=[CH:6][CH:5]=[CH:4][CH:3]=1.[Na+:77].[Na+:77], predict the reactants needed to synthesize it. The reactants are: [CH2:1]([C@H:8]([NH:39][C:40](=[O:59])[C@H:41]([CH:56]([CH3:58])[CH3:57])[NH:42][C:43]([N:45]([CH2:47][C:48]1[N:49]=[C:50]([CH:53]([CH3:55])[CH3:54])[S:51][CH:52]=1)[CH3:46])=[O:44])[CH2:9][C@H:10]([O:29][CH:30](SCC(C)C)[CH:31]([CH3:33])[CH3:32])[C@@H:11]([NH:19][C:20]([O:22][CH2:23][C:24]1[S:28][CH:27]=[N:26][CH:25]=1)=[O:21])[CH2:12][C:13]1[CH:18]=[CH:17][CH:16]=[CH:15][CH:14]=1)[C:2]1[CH:7]=[CH:6][CH:5]=[CH:4][CH:3]=1.[P:60](=[O:64])([OH:63])([OH:62])[OH:61].IN1C(=O)CCC1=O.C([O-])([O-])=O.[Na+:77].[Na+].[O-]S([O-])(=S)=O.[Na+].[Na+].